Dataset: Full USPTO retrosynthesis dataset with 1.9M reactions from patents (1976-2016). Task: Predict the reactants needed to synthesize the given product. (1) Given the product [Cl:1][C:2]1[CH:3]=[C:4]([C:10]2([C:13]([NH:15][C:16]3[CH:17]=[CH:18][C:19]([CH3:31])=[C:20]([C:22]4[CH:27]=[C:26]([CH3:28])[C:25](=[O:29])[NH:24][CH:23]=4)[N:21]=3)=[O:14])[CH2:12][CH2:11]2)[CH:5]=[CH:6][C:7]=1[O:8][CH3:9], predict the reactants needed to synthesize it. The reactants are: [Cl:1][C:2]1[CH:3]=[C:4]([C:10]2([C:13]([NH:15][C:16]3[N:21]=[C:20]([C:22]4[CH:23]=[N:24][C:25]([O:29]C)=[C:26]([CH3:28])[CH:27]=4)[C:19]([CH3:31])=[CH:18][CH:17]=3)=[O:14])[CH2:12][CH2:11]2)[CH:5]=[CH:6][C:7]=1[O:8][CH3:9].[Si](I)(C)(C)C. (2) The reactants are: [C:1]([O:5][C:6]([N:8]1[CH2:13][CH2:12][N:11]([C:14]2[N:22]([C:23]3[CH:28]=[CH:27][CH:26]=[CH:25][C:24]=3[Cl:29])[C:21]3[C:20](=[O:30])[N:19]([CH2:31][O:32][C:33](=[O:38])[C:34]([CH3:37])([CH3:36])[CH3:35])[C:18](=[O:39])[N:17](COC(=O)C(C)(C)C)[C:16]=3[N:15]=2)[CH2:10][CH2:9]1)=[O:7])([CH3:4])([CH3:3])[CH3:2].N12CCCN=C1CCCCC2.Cl. Given the product [C:1]([O:5][C:6]([N:8]1[CH2:13][CH2:12][N:11]([C:14]2[N:22]([C:23]3[CH:28]=[CH:27][CH:26]=[CH:25][C:24]=3[Cl:29])[C:21]3[C:20](=[O:30])[N:19]([CH2:31][O:32][C:33](=[O:38])[C:34]([CH3:37])([CH3:36])[CH3:35])[C:18](=[O:39])[NH:17][C:16]=3[N:15]=2)[CH2:10][CH2:9]1)=[O:7])([CH3:4])([CH3:2])[CH3:3], predict the reactants needed to synthesize it.